From a dataset of Forward reaction prediction with 1.9M reactions from USPTO patents (1976-2016). Predict the product of the given reaction. (1) Given the reactants CS(O[C@@H:6]1[CH2:11][CH2:10][CH2:9][CH2:8][C@H:7]1[O:12][C:13]1[CH:18]=[CH:17][C:16]([Br:19])=[CH:15][CH:14]=1)(=O)=O.[N-:20]=[N+:21]=[N-:22].[Na+], predict the reaction product. The product is: [Br:19][C:16]1[CH:17]=[CH:18][C:13]([O:12][C@@H:7]2[CH2:8][CH2:9][CH2:10][CH2:11][C@@H:6]2[N:20]=[N+:21]=[N-:22])=[CH:14][CH:15]=1. (2) Given the reactants [O:1]1[CH2:6][CH:5]=[C:4]([N:7]2[CH2:12][CH2:11][O:10][CH2:9][CH2:8]2)[CH2:3][CH2:2]1.[Br:13][C:14]1[CH:15]=[CH:16][C:17]([OH:22])=[C:18]([CH:21]=1)[CH:19]=[O:20], predict the reaction product. The product is: [Br:13][C:14]1[CH:15]=[CH:16][C:17]2[O:22][C:4]3([N:7]4[CH2:12][CH2:11][O:10][CH2:9][CH2:8]4)[CH2:3][CH2:2][O:1][CH2:6][CH:5]3[CH:19]([OH:20])[C:18]=2[CH:21]=1.